Dataset: Reaction yield outcomes from USPTO patents with 853,638 reactions. Task: Predict the reaction yield, written as a fraction of the theoretical maximum amount of product (1.0 means a 100% yield; for example, 0.34 means a 34% yield). (1) The reactants are [CH2:1]([CH:3]1[CH2:7][CH:6]([OH:8])[CH2:5][CH:4]1[C:9]([O:11][CH2:12][CH3:13])=[O:10])[CH3:2].[CH3:14][C:15]([Si:18](Cl)([CH3:20])[CH3:19])([CH3:17])[CH3:16].N1C=CN=C1.CCCCCCC. The catalyst is CN(C=O)C. The product is [Si:18]([O:8][CH:6]1[CH2:5][CH:4]([C:9]([O:11][CH2:12][CH3:13])=[O:10])[CH:3]([CH2:1][CH3:2])[CH2:7]1)([C:15]([CH3:17])([CH3:16])[CH3:14])([CH3:20])[CH3:19]. The yield is 0.980. (2) The reactants are [CH3:1][O:2][C:3]1[CH:8]=[CH:7][C:6]([O:9][CH3:10])=[CH:5][C:4]=1[C:11]([C:13]1[CH:18]=[C:17]([O:19][CH3:20])[CH:16]=[C:15]([O:21][CH3:22])[CH:14]=1)=O.C(OP([CH2:31][C:32]#[N:33])(=O)OCC)C.C[Si]([N-][Si](C)(C)C)(C)C.[Li+].O1C2C=CC(C(C3C=C(OC)C=C(OC)C=3)=CC#N)=CC=2OCC1. The catalyst is C1COCC1. The product is [CH3:1][O:2][C:3]1[CH:8]=[CH:7][C:6]([O:9][CH3:10])=[CH:5][C:4]=1[C:11]([C:13]1[CH:18]=[C:17]([O:19][CH3:20])[CH:16]=[C:15]([O:21][CH3:22])[CH:14]=1)=[CH:31][C:32]#[N:33]. The yield is 0.890. (3) The reactants are [N:1]1[CH:6]=[CH:5][CH:4]=[C:3]([NH:7][C:8](=[O:15])OCC(Cl)(Cl)Cl)[N:2]=1.[F:16][C:17]1[C:22]([F:23])=[CH:21][CH:20]=[CH:19][C:18]=1[C:24]1[N:29]=[C:28]([N:30]2[CH2:35][CH2:34][NH:33][CH2:32][CH2:31]2)[CH:27]=[CH:26][N:25]=1. The catalyst is C(OCC)(=O)C.CCCCCC. The product is [F:16][C:17]1[C:22]([F:23])=[CH:21][CH:20]=[CH:19][C:18]=1[C:24]1[N:29]=[C:28]([N:30]2[CH2:35][CH2:34][N:33]([C:8]([NH:7][C:3]3[N:2]=[N:1][CH:6]=[CH:5][CH:4]=3)=[O:15])[CH2:32][CH2:31]2)[CH:27]=[CH:26][N:25]=1. The yield is 0.170. (4) The reactants are [Cl:1][C:2]1[CH:7]=[CH:6][C:5]([C:8]23[N:22]([C:23]([C:25]4[C:26]([CH3:30])=[N:27][O:28][CH:29]=4)=[O:24])[CH2:21][CH2:20][N:9]2[C:10](=[O:19])[C:11]2[N:12]([C:14]([CH2:17][OH:18])=[CH:15][CH:16]=2)[CH2:13]3)=[CH:4][CH:3]=1. The catalyst is C(Cl)Cl.O=[Mn]=O. The product is [Cl:1][C:2]1[CH:3]=[CH:4][C:5]([C:8]23[N:22]([C:23]([C:25]4[C:26]([CH3:30])=[N:27][O:28][CH:29]=4)=[O:24])[CH2:21][CH2:20][N:9]2[C:10](=[O:19])[C:11]2[N:12]([C:14]([CH:17]=[O:18])=[CH:15][CH:16]=2)[CH2:13]3)=[CH:6][CH:7]=1. The yield is 0.920. (5) The reactants are C(OC([NH:6][C:7]([NH2:9])=S)=O)C.[CH3:10][O:11][C:12]1[CH:13]=[CH:14][C:15]([NH2:18])=[N:16][CH:17]=1.Cl.NO.CCN(C(C)C)C(C)C. The catalyst is C(O)C.CO. The product is [CH3:10][O:11][C:12]1[CH:13]=[CH:14][C:15]2[N:16]([N:6]=[C:7]([NH2:9])[N:18]=2)[CH:17]=1. The yield is 0.830. (6) The reactants are C(OC(=O)[NH:7][C:8](=[NH:32])[C:9]1[S:10][C:11]([S:30][CH3:31])=[C:12]([S:14]([C:17]2[CH:22]=[CH:21][CH:20]=[C:19]([C:23]3[C:24]([CH3:29])=[N:25][CH:26]=[N:27][CH:28]=3)[CH:18]=2)(=[O:16])=[O:15])[CH:13]=1)(C)(C)C.FC(F)(F)C(O)=O. The catalyst is ClCCl.O. The product is [CH3:29][C:24]1[C:23]([C:19]2[CH:18]=[C:17]([S:14]([C:12]3[CH:13]=[C:9]([C:8]([NH2:32])=[NH:7])[S:10][C:11]=3[S:30][CH3:31])(=[O:15])=[O:16])[CH:22]=[CH:21][CH:20]=2)=[CH:28][N:27]=[CH:26][N:25]=1. The yield is 0.320. (7) The reactants are [CH3:1][S:2]([C:5]1[CH:10]=[CH:9][C:8]([C:11]2[N:19]3[C:14]([CH:15]=[N:16][C:17]([S:20][CH3:21])=[N:18]3)=[C:13]([CH3:22])[CH:12]=2)=[CH:7][CH:6]=1)(=[O:4])=[O:3].C(Cl)Cl.C1C=C(Cl)C=C(C(OO)=[O:34])C=1. No catalyst specified. The product is [CH3:21][S:20]([C:17]1[N:16]=[CH:15][C:14]2=[C:13]([CH3:22])[CH:12]=[C:11]([C:8]3[CH:7]=[CH:6][C:5]([S:2]([CH3:1])(=[O:4])=[O:3])=[CH:10][CH:9]=3)[N:19]2[N:18]=1)=[O:34]. The yield is 0.730. (8) The reactants are [N+:1]([O-:4])(O)=[O:2].[F:5][C:6]([F:20])([O:12][C:13]1[CH:18]=[CH:17][CH:16]=[C:15]([F:19])[CH:14]=1)[C:7]([N:9]([CH3:11])[CH3:10])=[O:8]. No catalyst specified. The product is [F:20][C:6]([F:5])([O:12][C:13]1[CH:14]=[C:15]([F:19])[C:16]([N+:1]([O-:4])=[O:2])=[CH:17][CH:18]=1)[C:7]([N:9]([CH3:11])[CH3:10])=[O:8]. The yield is 0.280. (9) The reactants are FC1C=C(C=CC=1)N.Cl.N([O-])=O.[Na+].O=C1C2C(=CC=CC=2)C(=O)N1CC(=O)CC#N.CC([O-])=O.[Na+].[NH2:36][C:37]1[C:38](=[N:54][NH:55][C:56]2[CH:61]=[CH:60][CH:59]=[C:58]([F:62])[CH:57]=2)[C:39]([CH2:42][N:43]2C(=O)C3C(=CC=CC=3)C2=O)=[N:40][N:41]=1.NN. The catalyst is O.CN(C=O)C.O.C(O)C. The product is [NH2:43][CH2:42][C:39]1[C:38](=[N:54][NH:55][C:56]2[CH:61]=[CH:60][CH:59]=[C:58]([F:62])[CH:57]=2)[C:37]([NH2:36])=[N:41][N:40]=1. The yield is 0.610.